From a dataset of Catalyst prediction with 721,799 reactions and 888 catalyst types from USPTO. Predict which catalyst facilitates the given reaction. (1) Reactant: [NH2:1][C:2]1[CH:7]=[CH:6][C:5]([C:8](=[N:10]O)[CH3:9])=[CH:4][CH:3]=1.[ClH:12]. Product: [ClH:12].[NH2:1][C:2]1[CH:7]=[CH:6][C:5]([CH:8]([NH2:10])[CH3:9])=[CH:4][CH:3]=1. The catalyst class is: 50. (2) Reactant: [C:1]([O:6][CH2:7][CH:8]1[O:10][CH2:9]1)(=[O:5])[C:2]([CH3:4])=[CH2:3].[C:11]([O:16][CH2:17][C:18]1[CH:23]=[CH:22][CH:21]=[CH:20][CH:19]=1)(=[O:15])[C:12]([CH3:14])=[CH2:13].C(C(C)=O)C(C)C.N(C(C)(CC)C([O-])=O)=NC(C)(CC)C([O-])=O. Product: [C:1]([O:6][CH:7]([CH3:11])[CH2:8][O:10][CH3:9])(=[O:5])[CH3:2].[C:1]([O:6][CH2:7][CH:8]1[O:10][CH2:9]1)(=[O:5])[C:2]([CH3:4])=[CH2:3].[C:11]([O:16][CH2:17][C:18]1[CH:19]=[CH:20][CH:21]=[CH:22][CH:23]=1)(=[O:15])[C:12]([CH3:14])=[CH2:13]. The catalyst class is: 194. (3) Reactant: [C:1](Cl)(=O)[C:2](Cl)=O.[Cl:7][C:8]1[CH:17]=[CH:16][C:15]2[N:14]=[CH:13][CH:12]=[CH:11][C:10]=2[C:9]=1[C:18]([OH:20])=O. Product: [Cl:7][C:8]1[CH:17]=[CH:16][C:15]2[N:14]=[CH:13][CH:12]=[CH:11][C:10]=2[C:9]=1[C:18]([NH:14][CH2:13][CH2:12][CH:2]1[CH2:1][CH2:10][CH2:9][CH2:8][CH2:17]1)=[O:20]. The catalyst class is: 139. (4) Reactant: Br[C:2]1[CH:7]=[CH:6][C:5]([C:8]2[N:9]=[C:10]3[CH:15]=[C:14]([S:16]([CH3:19])(=[O:18])=[O:17])[CH:13]=[CH:12][N:11]3[CH:20]=2)=[CH:4][CH:3]=1.[F:21][C:22]1[CH:23]=[C:24](B(O)O)[CH:25]=[CH:26][CH:27]=1.C(=O)([O-])[O-].[Na+].[Na+]. Product: [F:21][C:22]1[CH:27]=[C:26]([C:2]2[CH:7]=[CH:6][C:5]([C:8]3[N:9]=[C:10]4[CH:15]=[C:14]([S:16]([CH3:19])(=[O:18])=[O:17])[CH:13]=[CH:12][N:11]4[CH:20]=3)=[CH:4][CH:3]=2)[CH:25]=[CH:24][CH:23]=1. The catalyst class is: 12. (5) Reactant: [F:1][C:2]([F:13])([F:12])[C:3]1[CH:8]=[CH:7][C:6](B(O)O)=[CH:5][CH:4]=1.Br[C:15]1[CH:20]=[CH:19][C:18]([C:21](=[O:28])[CH2:22][CH2:23][C:24]([O:26][CH3:27])=[O:25])=[CH:17][CH:16]=1.C(=O)([O-])[O-].[Na+].[Na+]. Product: [O:28]=[C:21]([C:18]1[CH:19]=[CH:20][C:15]([C:6]2[CH:7]=[CH:8][C:3]([C:2]([F:13])([F:12])[F:1])=[CH:4][CH:5]=2)=[CH:16][CH:17]=1)[CH2:22][CH2:23][C:24]([O:26][CH3:27])=[O:25]. The catalyst class is: 109. (6) Reactant: [O:1]=[C:2]1[CH2:7][CH2:6][CH:5]([C:8]([O:10][CH2:11][CH3:12])=[O:9])[CH2:4][CH2:3]1.[CH2:13](O)[CH2:14][OH:15].O.C1(C)C=CC(S(O)(=O)=O)=CC=1. Product: [O:15]1[C:2]2([CH2:7][CH2:6][CH:5]([C:8]([O:10][CH2:11][CH3:12])=[O:9])[CH2:4][CH2:3]2)[O:1][CH2:13][CH2:14]1. The catalyst class is: 11. (7) Reactant: [Br:1][C:2]1[CH:3]=[C:4]2[CH2:10][CH2:9][CH2:8][C:5]2=[N:6][CH:7]=1.C([O-])(=O)C.[K+].C(O)(=O)C.[CH:20](=O)[C:21]1[CH:26]=[CH:25][CH:24]=[CH:23][CH:22]=1. Product: [CH:20](=[C:8]1/[CH2:9][CH2:10][C:4]2[C:5]/1=[N:6][CH:7]=[C:2]([Br:1])[CH:3]=2)/[C:21]1[CH:26]=[CH:25][CH:24]=[CH:23][CH:22]=1. The catalyst class is: 25. (8) Reactant: [CH3:1][N:2]1[C:10]2[C:5](=[CH:6][CH:7]=[C:8]([C:11]3[CH:12]=[N:13][C:14](S(C)(=O)=O)=[N:15][CH:16]=3)[CH:9]=2)[C:4]([CH3:22])([CH3:21])[C:3]1=[O:23].[CH3:24][Mg]Cl. Product: [CH3:1][N:2]1[C:10]2[C:5](=[CH:6][CH:7]=[C:8]([C:11]3[CH:12]=[N:13][C:14]([CH3:24])=[N:15][CH:16]=3)[CH:9]=2)[C:4]([CH3:22])([CH3:21])[C:3]1=[O:23]. The catalyst class is: 7. (9) Reactant: [O:1]1[C:5]2[CH:6]=[CH:7][C:8]([CH2:10][N:11]([CH2:36][C:37]3[CH:45]=[CH:44][C:40]4[O:41][CH2:42][O:43][C:39]=4[CH:38]=3)[C:12](=O)[CH2:13][C:14]3[N:15]([CH2:31][CH2:32][CH2:33][CH3:34])[C:16]([C:25]4[CH:30]=[CH:29][CH:28]=[CH:27][CH:26]=4)=[N:17][C:18]=3[C:19]3[CH:24]=[CH:23][CH:22]=[CH:21][CH:20]=3)=[CH:9][C:4]=2[O:3][CH2:2]1.[H-].[Al+3].[Li+].[H-].[H-].[H-].[OH-].[Na+].S([O-])([O-])(=O)=O.[Mg+2]. Product: [O:41]1[C:40]2[CH:44]=[CH:45][C:37]([CH2:36][N:11]([CH2:10][C:8]3[CH:7]=[CH:6][C:5]4[O:1][CH2:2][O:3][C:4]=4[CH:9]=3)[CH2:12][CH2:13][C:14]3[N:15]([CH2:31][CH2:32][CH2:33][CH3:34])[C:16]([C:25]4[CH:30]=[CH:29][CH:28]=[CH:27][CH:26]=4)=[N:17][C:18]=3[C:19]3[CH:20]=[CH:21][CH:22]=[CH:23][CH:24]=3)=[CH:38][C:39]=2[O:43][CH2:42]1. The catalyst class is: 30.